Dataset: Forward reaction prediction with 1.9M reactions from USPTO patents (1976-2016). Task: Predict the product of the given reaction. (1) Given the reactants [OH:1][C:2]1[CH:11]=[CH:10][C:5]2[C:6](=[O:9])[CH2:7][O:8][C:4]=2[C:3]=1[CH2:12][N:13]1[CH2:18][CH2:17][N:16]([C:19]([O:21][C:22]([CH3:25])([CH3:24])[CH3:23])=[O:20])[CH2:15][CH2:14]1.CO.[C:28]1(P(C2C=CC=CC=2)C2C=CC=CC=2)C=CC=CC=1.N(C(OCC)=O)=NC(OCC)=O.C1(C)C=CC=CC=1, predict the reaction product. The product is: [CH3:28][O:1][C:2]1[CH:11]=[CH:10][C:5]2[C:6](=[O:9])[CH2:7][O:8][C:4]=2[C:3]=1[CH2:12][N:13]1[CH2:14][CH2:15][N:16]([C:19]([O:21][C:22]([CH3:25])([CH3:24])[CH3:23])=[O:20])[CH2:17][CH2:18]1. (2) Given the reactants [CH3:1][N:2]1[CH:7]=[C:6]([C:8]2[CH:13]=[CH:12][CH:11]=[C:10]([NH:14][C:15]([C:17]3[S:21][C:20]4[CH2:22][CH2:23][CH2:24][CH2:25][C:19]=4[CH:18]=3)=[O:16])[C:9]=2[CH3:26])[N:5]=[C:4]([O-])[C:3]1=[O:28].[Na+].N[C:31]1C(=O)N(C)C=C(Br)C=1, predict the reaction product. The product is: [NH2:5][C:4]1[C:3](=[O:28])[N:2]([CH3:1])[CH:7]=[C:6]([C:8]2[C:9]([CH3:26])=[C:10]([NH:14][C:15]([C:17]3[S:21][C:20]4[CH2:22][CH2:23][CH2:24][CH2:25][C:19]=4[CH:18]=3)=[O:16])[CH:11]=[CH:12][CH:13]=2)[CH:31]=1. (3) Given the reactants Cl.Cl.[NH2:3][C:4]1[CH:9]=[CH:8][C:7]([NH2:10])=[CH:6][C:5]=1[NH2:11].[CH3:12][C:13]([CH:15]=O)=O, predict the reaction product. The product is: [CH3:15][C:13]1[CH:12]=[N:3][C:4]2[C:5](=[CH:6][C:7]([NH2:10])=[CH:8][CH:9]=2)[N:11]=1.